From a dataset of Forward reaction prediction with 1.9M reactions from USPTO patents (1976-2016). Predict the product of the given reaction. (1) Given the reactants F[C:2]1[CH:7]=[CH:6][C:5]([N+:8]([O-:10])=[O:9])=[C:4]([O:11][CH3:12])[CH:3]=1.[NH:13]1[CH2:18][CH2:17][CH:16]([C:19]([OH:21])=[O:20])[CH2:15][CH2:14]1, predict the reaction product. The product is: [CH3:12][O:11][C:4]1[CH:3]=[C:2]([N:13]2[CH2:18][CH2:17][CH:16]([C:19]([OH:21])=[O:20])[CH2:15][CH2:14]2)[CH:7]=[CH:6][C:5]=1[N+:8]([O-:10])=[O:9]. (2) Given the reactants [Cl:1][C:2]1[CH:7]=[CH:6][C:5]([CH2:8][C:9]([O:11][CH3:12])=[O:10])=[C:4]([CH:13]=O)[CH:3]=1.[CH3:15][C@H:16]1[CH2:21][NH:20][CH2:19][CH2:18][N:17]1[S:22]([C:25]1[CH:30]=[CH:29][CH:28]=[CH:27][CH:26]=1)(=[O:24])=[O:23].[O-]S([O-])(=O)=O.[Mg+2].C(O[BH-](OC(=O)C)OC(=O)C)(=O)C.[Na+], predict the reaction product. The product is: [Cl:1][C:2]1[CH:7]=[CH:6][C:5]([CH2:8][C:9]([O:11][CH3:12])=[O:10])=[C:4]([CH2:13][N:20]2[CH2:19][CH2:18][N:17]([S:22]([C:25]3[CH:30]=[CH:29][CH:28]=[CH:27][CH:26]=3)(=[O:24])=[O:23])[C@@H:16]([CH3:15])[CH2:21]2)[CH:3]=1. (3) The product is: [NH2:22][C:23]1[CH:18]=[CH:19][C:20]([C:2]2[C:3]([NH2:9])=[N:4][CH:5]=[C:6]([Br:8])[N:7]=2)=[CH:21][CH:26]=1. Given the reactants Br[C:2]1[C:3]([NH2:9])=[N:4][CH:5]=[C:6]([Br:8])[N:7]=1.CC1(C)C(C)(C)OB([C:18]2[CH:19]=[CH:20][C:21](N)=[N:22][CH:23]=2)O1.[C:26]([O-])([O-])=O.[Na+].[Na+], predict the reaction product. (4) Given the reactants Cl[C:2]1[C:7]2[N:8]=[C:9]([N:18]3[CH:22]=[CH:21][N:20]=[CH:19]3)[N:10]=[C:11]([N:12]3[CH2:17][CH2:16][O:15][CH2:14][CH2:13]3)[C:6]=2[N:5]=[C:4]([C:23]([O:25][CH3:26])=[O:24])[CH:3]=1.[NH:27]1[CH2:32][CH2:31][O:30][CH2:29][CH2:28]1, predict the reaction product. The product is: [N:18]1([C:9]2[N:10]=[C:11]([N:12]3[CH2:17][CH2:16][O:15][CH2:14][CH2:13]3)[C:6]3[N:5]=[C:4]([C:23]([O:25][CH3:26])=[O:24])[CH:3]=[C:2]([N:27]4[CH2:32][CH2:31][O:30][CH2:29][CH2:28]4)[C:7]=3[N:8]=2)[CH:22]=[CH:21][N:20]=[CH:19]1. (5) Given the reactants [Br:1][C:2]1[CH:3]=[C:4]([C:8]2[CH:12]=[C:11]([NH2:13])[NH:10][N:9]=2)[CH:5]=[CH:6][CH:7]=1.[CH3:14][C:15]([O:18][C:19](O[C:19]([O:18][C:15]([CH3:17])([CH3:16])[CH3:14])=[O:20])=[O:20])([CH3:17])[CH3:16].O, predict the reaction product. The product is: [Br:1][C:2]1[CH:3]=[C:4]([C:8]2[CH:12]=[C:11]([NH:13][C:19](=[O:20])[O:18][C:15]([CH3:17])([CH3:16])[CH3:14])[NH:10][N:9]=2)[CH:5]=[CH:6][CH:7]=1. (6) Given the reactants [Cl:1][C:2]1[CH:3]=[N:4][C:5]2[N:6]([N:8]=[C:9]([C:11]([OH:13])=O)[CH:10]=2)[CH:7]=1.[CH3:14][CH:15]1[C:24]2[C:19](=[CH:20][CH:21]=[C:22]([N:25]3[CH2:29][CH2:28][CH2:27][CH2:26]3)[CH:23]=2)[CH2:18][CH2:17][NH:16]1, predict the reaction product. The product is: [Cl:1][C:2]1[CH:3]=[N:4][C:5]2[N:6]([N:8]=[C:9]([C:11]([N:16]3[CH2:17][CH2:18][C:19]4[C:24](=[CH:23][C:22]([N:25]5[CH2:29][CH2:28][CH2:27][CH2:26]5)=[CH:21][CH:20]=4)[CH:15]3[CH3:14])=[O:13])[CH:10]=2)[CH:7]=1. (7) The product is: [N:20]1([CH2:19][C:16]2[CH:17]=[CH:18][C:13]([CH2:12][N:10]3[CH:11]=[C:3]4[C:4]([N:5]=[C:6]([Cl:8])[N:7]=[C:2]4[NH:51][CH2:50][C:49]4[C:44]([Cl:43])=[CH:45][CH:46]=[C:47]([O:53][CH3:54])[C:48]=4[F:52])=[N:9]3)=[CH:14][CH:15]=2)[CH:24]=[CH:23][CH:22]=[N:21]1. Given the reactants Cl[C:2]1[C:3]2[C:4](=[N:9][N:10]([CH2:12][C:13]3[CH:18]=[CH:17][C:16]([CH2:19][N:20]4[CH:24]=[CH:23][CH:22]=[N:21]4)=[CH:15][CH:14]=3)[CH:11]=2)[N:5]=[C:6]([Cl:8])[N:7]=1.CCN(C(C)C)C(C)C.C(N(C(C)C)C(C)C)C.[Cl:43][C:44]1[C:49]([CH2:50][NH2:51])=[C:48]([F:52])[C:47]([O:53][CH3:54])=[CH:46][CH:45]=1, predict the reaction product. (8) Given the reactants [CH2:1]1[N:6]([C:7]2[C:15]3[N:14]=[C:13]([CH2:16][N:17]([CH3:28])[C@@H:18]4[C:27]5[N:26]=[CH:25][CH:24]=[CH:23][C:22]=5[CH2:21][CH2:20][CH2:19]4)[NH:12][C:11]=3[CH:10]=[CH:9][CH:8]=2)[CH2:5][CH2:4][N:3]2[CH2:29][CH2:30][CH2:31][C@H:2]12.[CH2:32]1N(C2C([N+]([O-])=O)=C(C=CC=2)N)CCN2CCC[C@H]12.C(N([C@@H]1C2N=CC=CC=2CCC1)CC(O)=O)C, predict the reaction product. The product is: [CH2:28]([N:17]([CH2:16][C:13]1[NH:12][C:11]2[CH:10]=[CH:9][CH:8]=[C:7]([N:6]3[CH2:5][CH2:4][N:3]4[CH2:29][CH2:30][CH2:31][C@@H:2]4[CH2:1]3)[C:15]=2[N:14]=1)[C@@H:18]1[C:27]2[N:26]=[CH:25][CH:24]=[CH:23][C:22]=2[CH2:21][CH2:20][CH2:19]1)[CH3:32]. (9) Given the reactants [CH3:1][O:2][C:3]1[CH:38]=[CH:37][C:6]([CH2:7][N:8]2[C:12]3=[N:13][CH:14]=[CH:15][C:16]([O:17][C:18]4[CH:26]=[CH:25][C:21]([C:22](O)=[O:23])=[CH:20][CH:19]=4)=[C:11]3[C:10]([NH:27][C@@H:28]3[CH2:32][CH2:31][N:30]([C:33](=[O:36])[CH2:34][CH3:35])[CH2:29]3)=[N:9]2)=[CH:5][CH:4]=1.[CH3:39][N:40]1[CH:44]=[CH:43][N:42]=[C:41]1[NH2:45], predict the reaction product. The product is: [CH3:1][O:2][C:3]1[CH:4]=[CH:5][C:6]([CH2:7][N:8]2[C:12]3=[N:13][CH:14]=[CH:15][C:16]([O:17][C:18]4[CH:19]=[CH:20][C:21]([C:22]([NH:45][C:41]5[N:40]([CH3:39])[CH:44]=[CH:43][N:42]=5)=[O:23])=[CH:25][CH:26]=4)=[C:11]3[C:10]([NH:27][C@@H:28]3[CH2:32][CH2:31][N:30]([C:33](=[O:36])[CH2:34][CH3:35])[CH2:29]3)=[N:9]2)=[CH:37][CH:38]=1. (10) Given the reactants [Cl:1][C:2]1[CH:10]=[C:9]([B:11]2[O:15][C:14]([CH3:17])([CH3:16])[C:13]([CH3:19])([CH3:18])[O:12]2)[CH:8]=[CH:7][C:3]=1[C:4]([OH:6])=O.[NH2:20][C:21]1[CH:26]=[CH:25][CH:24]=[CH:23][N:22]=1, predict the reaction product. The product is: [Cl:1][C:2]1[CH:10]=[C:9]([B:11]2[O:12][C:13]([CH3:18])([CH3:19])[C:14]([CH3:16])([CH3:17])[O:15]2)[CH:8]=[CH:7][C:3]=1[C:4]([NH:20][C:21]1[CH:26]=[CH:25][CH:24]=[CH:23][N:22]=1)=[O:6].